From a dataset of CYP2C19 inhibition data for predicting drug metabolism from PubChem BioAssay. Regression/Classification. Given a drug SMILES string, predict its absorption, distribution, metabolism, or excretion properties. Task type varies by dataset: regression for continuous measurements (e.g., permeability, clearance, half-life) or binary classification for categorical outcomes (e.g., BBB penetration, CYP inhibition). Dataset: cyp2c19_veith. (1) The molecule is Cc1ccccc1-c1ccc2ncnc(N(C)C)c2c1. The result is 1 (inhibitor). (2) The drug is C=CCN1C[C@H](C)N([C@H](c2ccc(C(=O)N(CC)CC)cc2)c2cccc(O)c2)C[C@H]1C. The result is 0 (non-inhibitor). (3) The compound is Cc1cc(Cl)ccc1Oc1ncnc2oc(-c3ccccc3)cc12. The result is 1 (inhibitor). (4) The drug is COc1ccc(CN(C(=O)Cc2cccs2)C(C(=O)NC2CCCC2)c2ccncc2)cc1. The result is 1 (inhibitor). (5) The compound is NCCOC[C@H](N)C(=O)O. The result is 0 (non-inhibitor). (6) The drug is O=C1C(Cl)=C(Nc2ccc(S(=O)(=O)Nc3ccccn3)cc2)C(=O)c2ccccc21. The result is 1 (inhibitor). (7) The compound is CCNc1ncc2nc(-c3ccccc3)c(=O)n(CCc3ccccc3)c2n1. The result is 1 (inhibitor).